This data is from Catalyst prediction with 721,799 reactions and 888 catalyst types from USPTO. The task is: Predict which catalyst facilitates the given reaction. (1) Reactant: Br[C:2]1[CH:7]=[C:6]([CH3:8])[C:5]([CH3:9])=[CH:4][C:3]=1[N+:10]([O-:12])=[O:11].[CH2:13]([O:20][CH:21]([CH2:24][C:25]1[CH:30]=[CH:29][CH:28]=[CH:27][CH:26]=1)[CH2:22][NH2:23])[C:14]1[CH:19]=[CH:18][CH:17]=[CH:16][CH:15]=1.C([O-])([O-])=O.[Cs+].[Cs+].O(C1C=CC=CC=1P(C1C=CC=CC=1)C1C=CC=CC=1)C1C=CC=CC=1P(C1C=CC=CC=1)C1C=CC=CC=1. Product: [CH2:13]([O:20][CH:21]([CH2:24][C:25]1[CH:30]=[CH:29][CH:28]=[CH:27][CH:26]=1)[CH2:22][NH:23][C:2]1[CH:7]=[C:6]([CH3:8])[C:5]([CH3:9])=[CH:4][C:3]=1[N+:10]([O-:12])=[O:11])[C:14]1[CH:15]=[CH:16][CH:17]=[CH:18][CH:19]=1. The catalyst class is: 101. (2) Reactant: [C:1]1([C:7](=O)[C:8](=[N:12][OH:13])[C:9](=O)[CH3:10])[CH:6]=[CH:5][CH:4]=[CH:3][CH:2]=1.Cl.Cl.[CH2:17]([NH:24][NH2:25])[C:18]1[CH:23]=[CH:22][CH:21]=[CH:20][CH:19]=1. Product: [CH2:17]([N:24]1[C:7]([C:1]2[CH:6]=[CH:5][CH:4]=[CH:3][CH:2]=2)=[C:8]([N:12]=[O:13])[C:9]([CH3:10])=[N:25]1)[C:18]1[CH:23]=[CH:22][CH:21]=[CH:20][CH:19]=1. The catalyst class is: 14.